This data is from Forward reaction prediction with 1.9M reactions from USPTO patents (1976-2016). The task is: Predict the product of the given reaction. (1) Given the reactants [CH3:1][O:2][C:3]1[CH:4]=[C:5]2[C:10](=[CH:11][C:12]=1[O:13][CH3:14])[N:9]=[CH:8][CH:7]=[C:6]2[O:15][C:16]1[C:22]([CH3:23])=[CH:21][C:19]([NH2:20])=[C:18]([CH3:24])[CH:17]=1.ClC(Cl)(O[C:29](=[O:35])[O:30][C:31](Cl)(Cl)Cl)Cl.[Cl:37][C:38]1[CH:39]=[C:40](CO)[CH:41]=[CH:42][CH:43]=1.C(=O)(O)[O-].[Na+], predict the reaction product. The product is: [CH3:1][O:2][C:3]1[CH:4]=[C:5]2[C:10](=[CH:11][C:12]=1[O:13][CH3:14])[N:9]=[CH:8][CH:7]=[C:6]2[O:15][C:16]1[C:22]([CH3:23])=[CH:21][C:19]([NH:20][C:29](=[O:35])[O:30][CH2:31][C:42]2[CH:41]=[CH:40][CH:39]=[C:38]([Cl:37])[CH:43]=2)=[C:18]([CH3:24])[CH:17]=1. (2) Given the reactants [F:1][C:2]([F:29])([F:28])[C:3]1[CH:4]=[C:5]([CH:13]([N:16]2[C:25]3[C:20](=[CH:21][CH:22]=[CH:23][CH:24]=3)[NH:19][CH:18]([CH2:26][CH3:27])[CH2:17]2)[C:14]#[N:15])[CH:6]=[C:7]([C:9]([F:12])([F:11])[F:10])[CH:8]=1.N1C=CC=CC=1.Cl[C:37]([O:39][CH2:40][CH3:41])=[O:38], predict the reaction product. The product is: [CH2:40]([O:39][C:37]([N:19]1[C:20]2[C:25](=[CH:24][CH:23]=[CH:22][CH:21]=2)[N:16]([CH:13]([C:5]2[CH:6]=[C:7]([C:9]([F:11])([F:12])[F:10])[CH:8]=[C:3]([C:2]([F:1])([F:28])[F:29])[CH:4]=2)[C:14]#[N:15])[CH2:17][CH:18]1[CH2:26][CH3:27])=[O:38])[CH3:41]. (3) Given the reactants C([O:8][C:9]1[CH:10]=[CH:11][C:12]2[C:13](=[CH:22][C:23]([O:25][CH2:26][CH3:27])=[O:24])[C:14]3[C:19]([C:20]=2[CH:21]=1)=[CH:18][CH:17]=[CH:16][CH:15]=3)C1C=CC=CC=1.C(O)C.[H][H], predict the reaction product. The product is: [OH:8][C:9]1[CH:10]=[CH:11][C:12]2[CH:13]([CH2:22][C:23]([O:25][CH2:26][CH3:27])=[O:24])[C:14]3[C:19]([C:20]=2[CH:21]=1)=[CH:18][CH:17]=[CH:16][CH:15]=3. (4) Given the reactants [CH3:1][O:2][C:3]1[C:4]([N+:17]([O-])=O)=[C:5]([CH2:9][C:10](=O)[C:11]([O:13][CH2:14][CH3:15])=[O:12])[CH:6]=[CH:7][CH:8]=1, predict the reaction product. The product is: [CH3:1][O:2][C:3]1[CH:8]=[CH:7][CH:6]=[C:5]2[C:4]=1[NH:17][C:10]([C:11]([O:13][CH2:14][CH3:15])=[O:12])=[CH:9]2.